From a dataset of Full USPTO retrosynthesis dataset with 1.9M reactions from patents (1976-2016). Predict the reactants needed to synthesize the given product. (1) Given the product [F:1][C:2]1[CH:23]=[C:22]([NH:24][C:5](=[O:4])[CH2:6][C:29]([NH:28][C:2]2[CH:23]=[CH:22][CH:21]=[CH:20][CH:3]=2)=[O:30])[CH:21]=[CH:20][C:3]=1[O:4][C:5]1[CH:10]=[CH:9][N:8]=[C:7]2[CH:11]=[C:12]([C:14]3[CH:19]=[CH:18][N:17]=[CH:16][CH:15]=3)[S:13][C:6]=12, predict the reactants needed to synthesize it. The reactants are: [F:1][C:2]1[CH:23]=[C:22]([N+:24]([O-])=O)[CH:21]=[CH:20][C:3]=1[O:4][C:5]1[CH:10]=[CH:9][N:8]=[C:7]2[CH:11]=[C:12]([C:14]3[CH:19]=[CH:18][N:17]=[CH:16][CH:15]=3)[S:13][C:6]=12.[Cl-].[NH4+:28].[CH3:29][OH:30]. (2) Given the product [C:1]([O:4][C:5]1[CH:6]=[C:7]2[C:12](=[CH:13][CH:14]=1)[N:11]=[CH:10][N:9]=[C:8]2[Cl:23])(=[O:3])[CH3:2], predict the reactants needed to synthesize it. The reactants are: [C:1]([O:4][C:5]1[CH:6]=[C:7]2[C:12](=[CH:13][CH:14]=1)[N:11]=[CH:10][N:9]=[C:8]2O)(=[O:3])[CH3:2].CN(C=O)C.S(Cl)([Cl:23])=O. (3) Given the product [Cl:31][C:28]1[CH:29]=[CH:30][C:25]([CH:17]([C:18]2[CH:19]=[CH:20][C:21]([Cl:24])=[CH:22][CH:23]=2)[N:15]2[CH2:16][C:13](=[C:4]([C:5]3[CH:6]=[C:7]([F:12])[CH:8]=[C:9]([F:11])[CH:10]=3)[CH2:3][OH:2])[CH2:14]2)=[CH:26][CH:27]=1, predict the reactants needed to synthesize it. The reactants are: C[O:2][C:3](=O)[C:4](=[C:13]1[CH2:16][N:15]([CH:17]([C:25]2[CH:30]=[CH:29][C:28]([Cl:31])=[CH:27][CH:26]=2)[C:18]2[CH:23]=[CH:22][C:21]([Cl:24])=[CH:20][CH:19]=2)[CH2:14]1)[C:5]1[CH:10]=[C:9]([F:11])[CH:8]=[C:7]([F:12])[CH:6]=1.CC(C[AlH]CC(C)C)C.O.O.O.O.O.O.O.O.O.O.S([O-])([O-])(=O)=O.[Na+].[Na+]. (4) Given the product [F:50][C:49]([F:52])([F:51])[C:47]([OH:53])=[O:48].[Cl:1][C:2]1[CH:7]=[C:6]([C:8]2[C:9](=[O:37])[N:10]([CH3:36])[CH:11]=[C:12]3[C:17]=2[CH:16]=[CH:15][C:14]([S:18]([NH:21][C:31]2[CH:35]=[CH:34][O:33][N:32]=2)(=[O:19])=[O:20])=[CH:13]3)[C:5]([O:38][CH3:39])=[CH:4][C:3]=1[C:40]1[CH:45]=[CH:44][CH:43]=[C:42]([F:46])[CH:41]=1, predict the reactants needed to synthesize it. The reactants are: [Cl:1][C:2]1[CH:7]=[C:6]([C:8]2[C:9](=[O:37])[N:10]([CH3:36])[CH:11]=[C:12]3[C:17]=2[CH:16]=[CH:15][C:14]([S:18]([N:21]([C:31]2[CH:35]=[CH:34][O:33][N:32]=2)CC2C=CC(OC)=CC=2)(=[O:20])=[O:19])=[CH:13]3)[C:5]([O:38][CH3:39])=[CH:4][C:3]=1[C:40]1[CH:45]=[CH:44][CH:43]=[C:42]([F:46])[CH:41]=1.[C:47]([OH:53])([C:49]([F:52])([F:51])[F:50])=[O:48]. (5) Given the product [NH2:1][C:2]1[N:3]=[CH:4][C:5]2[C:10]([C:11]([C:13]3[CH:18]=[C:17]([NH:19][C:33](=[O:34])[CH2:32][C:29]4[CH:28]=[CH:27][C:26]([Br:25])=[CH:31][N:30]=4)[CH:16]=[N:15][CH:14]=3)=[O:12])=[CH:9][N:8]([C:20]([CH3:24])([CH3:23])[CH2:21][OH:22])[C:6]=2[N:7]=1, predict the reactants needed to synthesize it. The reactants are: [NH2:1][C:2]1[N:3]=[CH:4][C:5]2[C:10]([C:11]([C:13]3[CH:14]=[N:15][CH:16]=[C:17]([NH2:19])[CH:18]=3)=[O:12])=[CH:9][N:8]([C:20]([CH3:24])([CH3:23])[CH2:21][OH:22])[C:6]=2[N:7]=1.[Br:25][C:26]1[CH:27]=[CH:28][C:29]([CH2:32][C:33](O)=[O:34])=[N:30][CH:31]=1.